From a dataset of Experimentally validated miRNA-target interactions with 360,000+ pairs, plus equal number of negative samples. Binary Classification. Given a miRNA mature sequence and a target amino acid sequence, predict their likelihood of interaction. (1) The miRNA is hsa-miR-122-5p with sequence UGGAGUGUGACAAUGGUGUUUG. The protein sequence of the target gene is MRLILPVGLIATTLAIAPVRFDREKVFRVKPQDEKQADIIKDLAKTNELDFWYPGATHHVAANMMVDFRVSEKESQAIQSALDQNKMHYEILIHDLQEEIEKQFDVKEDIPGRHSYAKYNNWEKIVAWTEKMMDKYPEMVSRIKIGSTVEDNPLYVLKIGEKNERRKAIFTDCGIHAREWVSPAFCQWFVYQATKTYGRNKIMTKLLDRMNFYILPVFNVDGYIWSWTKNRMWRKNRSKNQNSKCIGTDLNRNFNASWNSIPNTNDPCADNYRGSAPESEKETKAVTNFIRSHLNEIKVY.... Result: 1 (interaction). (2) The miRNA is hsa-miR-877-3p with sequence UCCUCUUCUCCCUCCUCCCAG. The protein sequence of the target gene is MSLGRLLRRASSKASDLLTLTPGGSGSGSPSVLDGEIIYSKNNVCVHPPEGLQGLGEHHPGYLCLYMEKDEMLGATLILAWVPNSRIQRQDEEALRYITPESSPVRKAPRPRGRRTRSSGASHQPSPTELRPTLTPKDEDILVVAQSVPDRMLASPAPEDEEKLAQGLGVDGAQPASQPACSPSGILSTVSPQDVTEEGREPRPEAGEEDGSLELSAEGVSRDSSFDSDSDTFSSPFCLSPISAALAESRGSVFLESDSSPPSSSDAGLRFPDSNGLLQTPRWDEPQRVCALEQICGVFR.... Result: 1 (interaction). (3) The miRNA is hsa-miR-4734 with sequence GCUGCGGGCUGCGGUCAGGGCG. The protein sequence of the target gene is MERLGEKASRLLEKLRLSDSGSAKFGRRKGEASRSGSDGTPGAGKGRLSGLGGPRKSGHRGANGGPGDEPLEPAREQGPLDAERNARGSFEAQRFEGSFPGGPPPTRALPLPLSSPPDFRLETTAPALSPRSSFASSSASDASKPSSPRGSLLLDGAGASGAGGSRPCSNRTSGISMGYDQRHGSPLPAGPCLFGLPLTTAPAGYPGGAPSAYPELHAALDRLCAHRSVGFGCQESRHSYPPALGSPGALTGAVVGTAGPLERRGAQPGRHSVTGYGDCAAGARYQDELTALLRLTVATG.... Result: 0 (no interaction). (4) The miRNA is hsa-miR-16-5p with sequence UAGCAGCACGUAAAUAUUGGCG. The protein sequence of the target gene is MAAGAGAGSAPRWLRALSEPLSAAQLRRLEEHRYSAAGVSLLEPPLQLYWTWLLQWIPLWMAPNSITLLGLAVNVVTTLVLISYCPTATEEAPYWTYLLCALGLFIYQSLDAIDGKQARRTNSCSPLGELFDHGCDSLSTVFMAVGASIAARLGTYPDWFFFCSFIGMFVFYCAHWQTYVSGMLRFGKVDVTEIQIALVIVFVLSAFGGATMWDYTIPILEIKLKILPVLGFLGGVIFSCSNYFHVILHGGVGKNGSTIAGTSVLSPGLHIGLIIILAIMIYKKSATDVFEKHPCLYILM.... Result: 1 (interaction). (5) The miRNA is hsa-miR-3198 with sequence GUGGAGUCCUGGGGAAUGGAGA. The protein sequence of the target gene is MTDAAVSFAKDFLAGGVAAAISKTAVAPIERVKLLLQVQHASKQITADKQYKGIIDCVVRIPKEQGVLSFWRGNLANVIRYFPTQALNFAFKDKYKQIFLGGVDKRTQFWLYFAGNLASGGAAGATSLCFVYPLDFARTRLAADVGKAGAEREFRGLGDCLVKIYKSDGIKGLYQGFNVSVQGIIIYRAAYFGIYDTAKGMLPDPKNTHIVISWMIAQTVTAVAGLTSYPFDTVRRRMMMQSGRKGTDIMYTGTLDCWRKIARDEGGKAFFKGAWSNVLRGMGGAFVLVLYDEIKKYT. Result: 1 (interaction). (6) The miRNA is hsa-miR-553 with sequence AAAACGGUGAGAUUUUGUUUU. The protein sequence of the target gene is MACSIVQFCSFQDLQSARDFLFPHLREETPGALKRDPSKTSSWEDDSWGAWEETEPREPEEEGNTSKTQKNSWLQECVLSLSPTSDLMVIAREQKAAFLVRKWKHGDKGKEEMQFAVGWSGSVSAEEGEYVTSALCIPLASQKRSSTGRPDWTCIVVGFTSGYVRFYTEGVLLLAQLLNEDKVLQLKCRTYEIPRHPGVTEQNEELSILYPAAIVTIDGFSLFQSLRACRNQVAKAAASGNENIQPPPLAYKKWGLQDIDTIIDHASVGIMTLSPFDQMKTASNIGGFNAAIKNSPPAMS.... Result: 0 (no interaction).